Dataset: Forward reaction prediction with 1.9M reactions from USPTO patents (1976-2016). Task: Predict the product of the given reaction. (1) The product is: [CH:31]1([N:37]([CH2:38][CH3:39])[C:26]([N:17]2[CH2:16][CH2:15][C:12]3([C:11](=[O:20])[N:10]([C:7]4[CH:8]=[CH:9][C:4]([O:3][C:2]([F:1])([F:21])[F:22])=[CH:5][CH:6]=4)[CH2:14][CH2:13]3)[CH2:19][CH2:18]2)=[O:25])[CH2:36][CH2:35][CH2:34][CH2:33][CH2:32]1. Given the reactants [F:1][C:2]([F:22])([F:21])[O:3][C:4]1[CH:9]=[CH:8][C:7]([N:10]2[CH2:14][CH2:13][C:12]3([CH2:19][CH2:18][NH:17][CH2:16][CH2:15]3)[C:11]2=[O:20])=[CH:6][CH:5]=1.O=C(Cl)[O:25][C:26](Cl)(Cl)Cl.[CH:31]1([NH:37][CH2:38][CH3:39])[CH2:36][CH2:35][CH2:34][CH2:33][CH2:32]1, predict the reaction product. (2) Given the reactants [CH2:1]([S:3]([C:6]1[CH:11]=[CH:10][C:9](B2OC(C)(C)C(C)(C)O2)=[C:8]([O:21][CH3:22])[CH:7]=1)(=[O:5])=[O:4])[CH3:2].[Br:23][C:24]1[CH:29]=[CH:28][C:27]([OH:30])=[C:26](I)[CH:25]=1.C(=O)([O-])[O-].[Na+].[Na+], predict the reaction product. The product is: [Br:23][C:24]1[CH:29]=[C:28]([C:9]2[CH:10]=[CH:11][C:6]([S:3]([CH2:1][CH3:2])(=[O:4])=[O:5])=[CH:7][C:8]=2[O:21][CH3:22])[C:27]([OH:30])=[CH:26][CH:25]=1. (3) The product is: [CH2:1]([O:3][C@@H:4]([CH2:10][C:11]1[CH:12]=[CH:13][C:14]([CH2:17][CH2:18][O:19][C:28]2[CH:27]=[CH:26][C:25]([O:24][S:21]([CH3:20])(=[O:22])=[O:23])=[CH:30][CH:29]=2)=[CH:15][CH:16]=1)[C:5]([O:7][CH2:8][CH3:9])=[O:6])[CH3:2]. Given the reactants [CH2:1]([O:3][C@@H:4]([CH2:10][C:11]1[CH:16]=[CH:15][C:14]([CH2:17][CH2:18][OH:19])=[CH:13][CH:12]=1)[C:5]([O:7][CH2:8][CH3:9])=[O:6])[CH3:2].[CH3:20][S:21]([O:24][C:25]1[CH:30]=[CH:29][C:28](O)=[CH:27][CH:26]=1)(=[O:23])=[O:22], predict the reaction product. (4) Given the reactants Br[C:2]1[C:7]([F:8])=[CH:6][C:5]([N:9]2[C:18]3[C:13](=[CH:14][C:15]([S:19]([NH:22][C:23]4[CH:27]=[CH:26][O:25][N:24]=4)(=[O:21])=[O:20])=[CH:16][CH:17]=3)[CH:12]=[CH:11][C:10]2=[O:28])=[C:4]([CH3:29])[CH:3]=1.[F:30][C:31]1[CH:32]=[C:33](B(O)O)[CH:34]=[CH:35][CH:36]=1.C(=O)([O-])[O-].[K+].[K+], predict the reaction product. The product is: [F:8][C:7]1[CH:6]=[C:5]([N:9]2[C:18]3[C:13](=[CH:14][C:15]([S:19]([NH:22][C:23]4[CH:27]=[CH:26][O:25][N:24]=4)(=[O:21])=[O:20])=[CH:16][CH:17]=3)[CH:12]=[CH:11][C:10]2=[O:28])[C:4]([CH3:29])=[CH:3][C:2]=1[C:35]1[CH:34]=[CH:33][CH:32]=[C:31]([F:30])[CH:36]=1. (5) Given the reactants [CH3:1][O:2][C:3](=[O:13])[C:4]1[CH:9]=[CH:8][C:7]([O:10][CH3:11])=[C:6]([OH:12])[CH:5]=1.C([O-])([O-])=O.[K+].[K+].[CH2:20](Br)/[CH:21]=[C:22](/[CH2:24][CH2:25][CH:26]=[C:27]([CH3:29])[CH3:28])\[CH3:23], predict the reaction product. The product is: [CH3:1][O:2][C:3](=[O:13])[C:4]1[CH:9]=[CH:8][C:7]([O:10][CH3:11])=[C:6]([O:12][CH2:20][CH:21]=[C:22]([CH3:23])[CH2:24][CH2:25][CH:26]=[C:27]([CH3:29])[CH3:28])[CH:5]=1. (6) Given the reactants Cl[CH2:2][CH2:3][O:4][C:5]1[CH:10]=[CH:9][CH:8]=[CH:7][C:6]=1[N+:11]([O-:13])=[O:12].[CH3:14][C:15]1[CH:16]=[CH:17][C:18]([N+:22]([O-:24])=[O:23])=[C:19]([OH:21])[CH:20]=1.C(=O)([O-])[O-].[K+].[K+].O, predict the reaction product. The product is: [CH3:14][C:15]1[CH:16]=[CH:17][C:18]([N+:22]([O-:24])=[O:23])=[C:19]([O:21][CH2:2][CH2:3][O:4][C:5]2[CH:10]=[CH:9][CH:8]=[CH:7][C:6]=2[N+:11]([O-:13])=[O:12])[CH:20]=1. (7) Given the reactants [N+:1]([C:4]1[CH:11]=[CH:10][C:7]([CH2:8]Cl)=[CH:6][CH:5]=1)([O-:3])=[O:2].[CH3:12][NH:13][CH2:14][C:15]#[CH:16], predict the reaction product. The product is: [CH3:12][N:13]([CH2:8][C:7]1[CH:10]=[CH:11][C:4]([N+:1]([O-:3])=[O:2])=[CH:5][CH:6]=1)[CH2:14][C:15]#[CH:16].